From a dataset of Peptide-MHC class I binding affinity with 185,985 pairs from IEDB/IMGT. Regression. Given a peptide amino acid sequence and an MHC pseudo amino acid sequence, predict their binding affinity value. This is MHC class I binding data. (1) The peptide sequence is YHQRFVQAL. The MHC is HLA-B35:01 with pseudo-sequence HLA-B35:01. The binding affinity (normalized) is 0.0847. (2) The peptide sequence is ELYPTVNTY. The MHC is HLA-B57:01 with pseudo-sequence HLA-B57:01. The binding affinity (normalized) is 0.0847. (3) The peptide sequence is PLTFGWCYKL. The MHC is HLA-A24:02 with pseudo-sequence HLA-A24:02. The binding affinity (normalized) is 0. (4) The peptide sequence is FSLPAQLL. The MHC is Patr-B1301 with pseudo-sequence Patr-B1301. The binding affinity (normalized) is 0. (5) The peptide sequence is KQNMRIRSK. The MHC is HLA-B15:01 with pseudo-sequence HLA-B15:01. The binding affinity (normalized) is 0.0847.